This data is from Forward reaction prediction with 1.9M reactions from USPTO patents (1976-2016). The task is: Predict the product of the given reaction. Given the reactants Br[C:2]1[CH:7]=[CH:6][C:5]([S:8]([NH2:11])(=[O:10])=[O:9])=[C:4]([O:12][C:13]([F:16])([F:15])[F:14])[CH:3]=1.[C:17]([Cu])#[N:18].O, predict the reaction product. The product is: [C:17]([C:2]1[CH:7]=[CH:6][C:5]([S:8]([NH2:11])(=[O:10])=[O:9])=[C:4]([O:12][C:13]([F:16])([F:15])[F:14])[CH:3]=1)#[N:18].